Regression/Classification. Given a drug SMILES string, predict its toxicity properties. Task type varies by dataset: regression for continuous values (e.g., LD50, hERG inhibition percentage) or binary classification for toxic/non-toxic outcomes (e.g., AMES mutagenicity, cardiotoxicity, hepatotoxicity). Dataset: ames. From a dataset of Ames mutagenicity test results for genotoxicity prediction. (1) The molecule is CC(C)OC(=O)CC(=O)OC(C)C. The result is 0 (non-mutagenic). (2) The drug is CCCCC(CC)COC(=O)c1cccc(C(=O)OCC(CC)CCCC)c1. The result is 0 (non-mutagenic). (3) The drug is C=C(C)C(=O)O. The result is 0 (non-mutagenic). (4) The drug is O=[N+]([O-])c1cc(Cl)c(Cl)c(Cl)c1Cl. The result is 0 (non-mutagenic). (5) The compound is NCCCl. The result is 1 (mutagenic). (6) The drug is CCCCC(CC)COP(OCC(CC)CCCC)OCC(CC)CCCC. The result is 0 (non-mutagenic). (7) The drug is CC1=CC(=O)c2[nH]c(C)c3c4ccccc4nc-3c2C1=O. The result is 1 (mutagenic).